The task is: Binary Classification. Given a drug SMILES string, predict its activity (active/inactive) in a high-throughput screening assay against a specified biological target.. This data is from Cav3 T-type calcium channel HTS with 100,875 compounds. (1) The molecule is S(=O)(=O)(N1CCC(CC1)C(=O)NC(CCc1ccccc1)C)N1CCCCC1. The result is 0 (inactive). (2) The drug is S=c1n(CCCC(=O)NCc2occc2)c(=O)c2c([nH]1)cccc2. The result is 0 (inactive). (3) The result is 0 (inactive). The compound is S(=O)(=O)(NCCC)c1ccc(NC(=O)c2ncccc2)cc1. (4) The compound is O=C(Nc1ccc(OCC)cc1)C1CCN(CC1)C(OCC)=O. The result is 0 (inactive). (5) The molecule is O=C(c1c2c(n(c1)CC(=O)NCc1occc1)cccc2)CC. The result is 0 (inactive). (6) The molecule is S(=O)(=O)(NCC(=O)NCC=C)c1ccc(F)cc1. The result is 0 (inactive). (7) The molecule is Brc1sc(S(=O)(=O)CCC(=O)NCc2ccccc2)cc1. The result is 0 (inactive). (8) The compound is o1c(C(N(c2ccc(OC)cc2)C(=O)Cn2nnc3c2cccc3)C(=O)NCc2occc2)ccc1C. The result is 0 (inactive). (9) The drug is S1CCn2c1ncc(c2=O)C(=O)Nc1ccc(OC(F)(F)F)cc1. The result is 0 (inactive).